This data is from Reaction yield outcomes from USPTO patents with 853,638 reactions. The task is: Predict the reaction yield, written as a fraction of the theoretical maximum amount of product (1.0 means a 100% yield; for example, 0.34 means a 34% yield). (1) The reactants are Br[C:2]1[C:3]([CH3:19])=[C:4]([NH:8][C:9](=[O:18])[CH2:10][C:11]2[C:16]([F:17])=[CH:15][CH:14]=[CH:13][N:12]=2)[CH:5]=[CH:6][CH:7]=1.[CH3:20][C:21]1([CH3:37])[C:25]([CH3:27])([CH3:26])[O:24][B:23]([B:23]2[O:24][C:25]([CH3:27])([CH3:26])[C:21]([CH3:37])([CH3:20])[O:22]2)[O:22]1.C([O-])(=O)C.[K+]. The catalyst is O1CCOCC1.CCOC(C)=O.C1C=CC(P(C2C=CC=CC=2)[C-]2C=CC=C2)=CC=1.C1C=CC(P(C2C=CC=CC=2)[C-]2C=CC=C2)=CC=1.Cl[Pd]Cl.[Fe+2].C(Cl)Cl. The product is [F:17][C:16]1[C:11]([CH2:10][C:9]([NH:8][C:4]2[CH:5]=[CH:6][CH:7]=[C:2]([B:23]3[O:24][C:25]([CH3:27])([CH3:26])[C:21]([CH3:37])([CH3:20])[O:22]3)[C:3]=2[CH3:19])=[O:18])=[N:12][CH:13]=[CH:14][CH:15]=1. The yield is 0.760. (2) The reactants are [Br:1][C:2]1[CH:7]=[CH:6][C:5]([C:8]2[O:9][C:10]([CH:16]=[O:17])=[C:11]([CH:13]([CH3:15])[CH3:14])[N:12]=2)=[CH:4][CH:3]=1.[CH3:18][Mg]Br.[NH4+].[Cl-]. The catalyst is C1COCC1. The product is [Br:1][C:2]1[CH:3]=[CH:4][C:5]([C:8]2[O:9][C:10]([CH:16]([OH:17])[CH3:18])=[C:11]([CH:13]([CH3:15])[CH3:14])[N:12]=2)=[CH:6][CH:7]=1. The yield is 0.630. (3) The reactants are [CH3:1][S:2][C:3]1[N:8]=[CH:7][C:6]([C:9](OC)=[O:10])=[CH:5][N:4]=1.CC(C[AlH]CC(C)C)C. The catalyst is ClCCl. The product is [CH3:1][S:2][C:3]1[N:8]=[CH:7][C:6]([CH2:9][OH:10])=[CH:5][N:4]=1. The yield is 0.390. (4) The reactants are [CH:1]([C:4]1[N:5]=[C:6]2[C:11]([C:12]#[N:13])=[CH:10][CH:9]=[CH:8][N:7]2[CH:14]=1)([CH3:3])[CH3:2].I[C:16]1[CH:17]=[C:18]([OH:22])[CH:19]=[CH:20][CH:21]=1.C([O-])(=O)C.[K+]. The catalyst is CN(C)C(=O)C.[OH-].[OH-].[Pd+2]. The product is [OH:22][C:18]1[CH:17]=[C:16]([C:14]2[N:7]3[CH:8]=[CH:9][CH:10]=[C:11]([C:12]#[N:13])[C:6]3=[N:5][C:4]=2[CH:1]([CH3:3])[CH3:2])[CH:21]=[CH:20][CH:19]=1. The yield is 0.760. (5) The reactants are [CH3:1][O:2][C:3]1[CH:25]=[CH:24][C:6]([CH2:7][N:8]2[CH2:14][C:13]3[CH:15]=[C:16]([C:19]([O:21][CH3:22])=[O:20])[CH:17]=[CH:18][C:12]=3[NH:11][C:10](=O)[CH2:9]2)=[CH:5][CH:4]=1.CO. The catalyst is C1(C)C=CC=CC=1. The product is [CH3:1][O:2][C:3]1[CH:4]=[CH:5][C:6]([CH2:7][N:8]2[CH2:14][C:13]3[CH:15]=[C:16]([C:19]([O:21][CH3:22])=[O:20])[CH:17]=[CH:18][C:12]=3[NH:11][CH2:10][CH2:9]2)=[CH:24][CH:25]=1. The yield is 0.850. (6) The reactants are [N+:1]([C:4]1[CH:5]=[C:6]2[C:10](=[CH:11][CH:12]=1)[N:9]=[C:8]([CH3:13])[C:7]2([CH3:15])[CH3:14])([O-])=O.Cl. No catalyst specified. The product is [NH2:1][C:4]1[CH:5]=[C:6]2[C:10](=[CH:11][CH:12]=1)[N:9]=[C:8]([CH3:13])[C:7]2([CH3:15])[CH3:14]. The yield is 0.960. (7) The reactants are [Si]([O:18][CH2:19][C@H:20]1[S:24][C@@H:23]([N:25]2[CH:32]=[CH:31][C:29](=[O:30])[NH:28][C:26]2=[O:27])[C@H:22]([O:33][CH2:34][CH2:35][O:36][CH3:37])[C@@H:21]1[OH:38])(C(C)(C)C)(C1C=CC=CC=1)C1C=CC=CC=1.C(O)(=O)C. The catalyst is C1COCC1. The product is [CH3:37][O:36][CH2:35][CH2:34][O:33][C@@H:22]1[C@H:21]([OH:38])[C@@H:20]([CH2:19][OH:18])[S:24][C@H:23]1[N:25]1[CH:32]=[CH:31][C:29](=[O:30])[NH:28][C:26]1=[O:27]. The yield is 0.830. (8) The product is [C:16]1([C:15]2[CH:14]=[CH:13][N:12]=[CH:11][C:10]=2[C:7]2[CH:6]=[CH:5][C:4]([NH2:1])=[CH:9][CH:8]=2)[CH:17]=[CH:18][CH:19]=[CH:20][CH:21]=1. The yield is 0.780. The reactants are [N+:1]([C:4]1[CH:9]=[CH:8][C:7]([C:10]2[CH:11]=[N:12][CH:13]=[CH:14][C:15]=2[C:16]2[CH:21]=[CH:20][CH:19]=[CH:18][CH:17]=2)=[CH:6][CH:5]=1)([O-])=O. The catalyst is CO.[Pd].